This data is from Reaction yield outcomes from USPTO patents with 853,638 reactions. The task is: Predict the reaction yield, written as a fraction of the theoretical maximum amount of product (1.0 means a 100% yield; for example, 0.34 means a 34% yield). (1) The reactants are [NH2:1][CH:2]([CH2:5][CH3:6])[CH2:3][OH:4].[CH2:7]=[C:8]1[O:12][C:10](=[O:11])[CH2:9]1. The product is [OH:4][CH2:3][CH:2]([NH:1][C:10](=[O:11])[CH2:9][C:8](=[O:12])[CH3:7])[CH2:5][CH3:6]. The catalyst is O1CCCC1. The yield is 0.760. (2) The reactants are [Br:1][C:2]1[CH:7]=[CH:6][C:5]([O:8][CH3:9])=[CH:4][C:3]=1[N+:10]([O-])=O. The catalyst is O.C(O)(=O)C.[Fe]. The product is [Br:1][C:2]1[CH:7]=[CH:6][C:5]([O:8][CH3:9])=[CH:4][C:3]=1[NH2:10]. The yield is 0.570. (3) The reactants are [C:1]([C:3]1[CH:30]=[CH:29][C:6]([C:7]([NH:9][NH:10][C:11](=[O:28])[C@H:12]([NH:16][C:17]2[C:25]3[CH:24]=[CH:23][S:22][C:21]=3[C:20]([C:26]#[N:27])=[CH:19][CH:18]=2)[C@@H:13]([OH:15])[CH3:14])=[O:8])=[CH:5][CH:4]=1)#[N:2].N1C=CN=C1.[CH3:36][C:37]([Si:40](Cl)([CH3:42])[CH3:41])([CH3:39])[CH3:38]. The catalyst is CN(C=O)C. The product is [Si:40]([O:15][C@@H:13]([CH3:14])[C@@H:12]([NH:16][C:17]1[C:25]2[CH:24]=[CH:23][S:22][C:21]=2[C:20]([C:26]#[N:27])=[CH:19][CH:18]=1)[C:11]([NH:10][NH:9][C:7](=[O:8])[C:6]1[CH:5]=[CH:4][C:3]([C:1]#[N:2])=[CH:30][CH:29]=1)=[O:28])([C:37]([CH3:39])([CH3:38])[CH3:36])([CH3:42])[CH3:41]. The yield is 0.930. (4) The reactants are I[C:2]1[CH:3]=[N:4][CH:5]=[CH:6][CH:7]=1.[F:8][C:9]1[CH:14]=[CH:13][CH:12]=[CH:11][C:10]=1B(O)O.C(=O)([O-])[O-].[Na+].[Na+]. The catalyst is C1(C)C=CC=CC=1.CCO.[Pd].C1(P(C2C=CC=CC=2)C2C=CC=CC=2)C=CC=CC=1.C1(P(C2C=CC=CC=2)C2C=CC=CC=2)C=CC=CC=1.C1(P(C2C=CC=CC=2)C2C=CC=CC=2)C=CC=CC=1.C1(P(C2C=CC=CC=2)C2C=CC=CC=2)C=CC=CC=1. The product is [F:8][C:9]1[CH:14]=[CH:13][CH:12]=[CH:11][C:10]=1[C:2]1[CH:3]=[N:4][CH:5]=[CH:6][CH:7]=1. The yield is 0.630. (5) The catalyst is CC#N. The yield is 0.428. The product is [Br-:27].[OH:10][C:9]([C:17]1[CH:22]=[CH:21][CH:20]=[CH:19][CH:18]=1)([C:11]1[CH:12]=[CH:13][CH:14]=[CH:15][CH:16]=1)[C:4]12[CH2:5][CH2:6][N+:1]([CH2:26][CH2:25][O:24][CH3:23])([CH2:2][CH2:3]1)[CH2:8][CH2:7]2. The reactants are [N:1]12[CH2:8][CH2:7][C:4]([C:9]([C:17]3[CH:22]=[CH:21][CH:20]=[CH:19][CH:18]=3)([C:11]3[CH:16]=[CH:15][CH:14]=[CH:13][CH:12]=3)[OH:10])([CH2:5][CH2:6]1)[CH2:3][CH2:2]2.[CH3:23][O:24][CH2:25][CH2:26][Br:27].